From a dataset of Full USPTO retrosynthesis dataset with 1.9M reactions from patents (1976-2016). Predict the reactants needed to synthesize the given product. (1) Given the product [CH3:1][C:2]1([CH3:23])[CH2:6][C:5]2[CH:7]=[CH:8][CH:9]=[C:10]([NH:11][C:12]3[O:13][CH2:14][C:15]4[CH:21]=[C:20]([NH:22][C:28]([NH:27][CH:24]([CH3:26])[CH3:25])=[O:29])[CH:19]=[CH:18][C:16]=4[N:17]=3)[C:4]=2[O:3]1, predict the reactants needed to synthesize it. The reactants are: [CH3:1][C:2]1([CH3:23])[CH2:6][C:5]2[CH:7]=[CH:8][CH:9]=[C:10]([NH:11][C:12]3[O:13][CH2:14][C:15]4[CH:21]=[C:20]([NH2:22])[CH:19]=[CH:18][C:16]=4[N:17]=3)[C:4]=2[O:3]1.[CH:24]([N:27]=[C:28]=[O:29])([CH3:26])[CH3:25]. (2) Given the product [ClH:11].[NH:22]1[CH2:23][CH2:24][CH:25]([C:28]2[C:40]3[C:39]4[CH:38]=[CH:37][CH:36]=[CH:35][C:34]=4[C:33](=[O:41])[NH:32][C:31]=3[N:30]([CH3:42])[N:29]=2)[CH2:26][CH2:27]1, predict the reactants needed to synthesize it. The reactants are: [Cl-].[Al+3].[Cl-].[Cl-].C(=O)([O-])[O-].[K+].[K+].[Cl:11]C(OCC)=O.C(OC([N:22]1[CH2:27][CH2:26][CH:25]([C:28]2[C:40]3[C:39]4[CH:38]=[CH:37][CH:36]=[CH:35][C:34]=4[C:33](=[O:41])[NH:32][C:31]=3[N:30]([CH3:42])[N:29]=2)[CH2:24][CH2:23]1)=O)C.C(OC(N1C2N(C)N=C(C3CCN(C(OCC)=O)CC3)C=2C2C=CC=CC=2C1=O)=O)C.Cl. (3) The reactants are: [CH2:1]([O:8][C:9]([C:11]([CH3:23])([CH3:22])[CH2:12][O:13][C:14]1[CH:21]=[CH:20][C:17]([CH:18]=[O:19])=[CH:16][CH:15]=1)=[O:10])[C:2]1[CH:7]=[CH:6][CH:5]=[CH:4][CH:3]=1.[BH4-].[Na+].Cl. Given the product [CH2:1]([O:8][C:9]([C:11]([CH3:23])([CH3:22])[CH2:12][O:13][C:14]1[CH:15]=[CH:16][C:17]([CH2:18][OH:19])=[CH:20][CH:21]=1)=[O:10])[C:2]1[CH:7]=[CH:6][CH:5]=[CH:4][CH:3]=1, predict the reactants needed to synthesize it. (4) Given the product [S:1]1[C:5]2[CH:6]=[CH:7][CH:8]=[CH:9][C:4]=2[N:3]=[C:2]1[C:10]1[C:15](=[O:16])[NH:14][C:13]([CH:17]2[CH2:18][CH2:19][N:20]([CH3:39])[CH2:21][CH2:22]2)=[N:12][C:11]=1[NH:23][C@@H:24]1[CH2:29][CH2:28][CH2:27][N:26]([C:30]([O:32][C:33]([CH3:36])([CH3:35])[CH3:34])=[O:31])[CH2:25]1, predict the reactants needed to synthesize it. The reactants are: [S:1]1[C:5]2[CH:6]=[CH:7][CH:8]=[CH:9][C:4]=2[N:3]=[C:2]1[C:10]1[C:15](=[O:16])[NH:14][C:13]([CH:17]2[CH2:22][CH2:21][NH:20][CH2:19][CH2:18]2)=[N:12][C:11]=1[NH:23][C@@H:24]1[CH2:29][CH2:28][CH2:27][N:26]([C:30]([O:32][C:33]([CH3:36])([CH3:35])[CH3:34])=[O:31])[CH2:25]1.C=O.[C:39](O[BH-](OC(=O)C)OC(=O)C)(=O)C.[Na+]. (5) Given the product [CH3:1][C:2]1[N:3]=[C:4]([NH:12][C:13](=[O:15])[CH3:14])[S:5][C:6]=1[C:7]1[CH:11]=[N:10][N:9]([S:44]([C:42]2[N:41]=[CH:40][N:39]([CH3:38])[CH:43]=2)(=[O:46])=[O:45])[CH:8]=1, predict the reactants needed to synthesize it. The reactants are: [CH3:1][C:2]1[N:3]=[C:4]([NH:12][C:13](=[O:15])[CH3:14])[S:5][C:6]=1[C:7]1[CH:8]=[N:9][NH:10][CH:11]=1.C(N1C=C(C2SC(NC(=O)C)=NC=2C)C=N1)C1C=CC=CC=1.[CH3:38][N:39]1[CH:43]=[C:42]([S:44](Cl)(=[O:46])=[O:45])[N:41]=[CH:40]1.C(N(CC)C(C)C)(C)C. (6) Given the product [C:26]([OH:29])([C:11]([F:14])([F:13])[F:12])=[O:27].[CH3:15][O:16][C:17]1[N:22]=[CH:21][C:20]([C:2]2[CH:10]=[C:9]([C:11]([F:14])([F:13])[F:12])[CH:8]=[C:7]3[C:3]=2[CH:4]=[N:5][NH:6]3)=[CH:19][N:18]=1, predict the reactants needed to synthesize it. The reactants are: Br[C:2]1[CH:10]=[C:9]([C:11]([F:14])([F:13])[F:12])[CH:8]=[C:7]2[C:3]=1[CH:4]=[N:5][NH:6]2.[CH3:15][O:16][C:17]1[N:22]=[CH:21][C:20](B(O)O)=[CH:19][N:18]=1.[C:26]([O-:29])(O)=[O:27].[Na+]. (7) Given the product [CH3:9][NH:8][CH2:10][C:11]1[CH:12]=[C:13]([CH:47]=[CH:48][C:49]=1[CH2:50][NH:51][CH3:53])[C:14]([NH:16][C@H:17]1[CH2:18][C:19]2[CH:31]=[CH:30][CH:29]=[C:21]([C:22]([OH:24])=[O:23])[C:20]=2[O:42][B:34]1[OH:35])=[O:15], predict the reactants needed to synthesize it. The reactants are: C(OC([N:8]([CH2:10][C:11]1[CH:12]=[C:13]([CH:47]=[CH:48][C:49]=1[CH2:50][N:51]([C:53](OC(C)(C)C)=O)C)[C:14]([NH:16][C@H:17]([B:34]1[O:42]C2C(C)(C3CC(C2)C3(C)C)[O:35]1)[CH2:18][C:19]1[C:20](OC)=[C:21]([CH:29]=[CH:30][CH:31]=1)[C:22]([O:24]C(C)(C)C)=[O:23])=[O:15])[CH3:9])=O)(C)(C)C.B(Cl)(Cl)Cl. (8) Given the product [Cl:17][C:18]1[CH:26]=[CH:25][C:21]([C:22]([NH:2][NH:1][C:3]2[CH:8]=[CH:7][C:6]([C:9]3[CH:14]=[CH:13][C:12]([O:15][CH3:16])=[CH:11][CH:10]=3)=[CH:5][N:4]=2)=[O:23])=[C:20]([O:27][CH3:28])[CH:19]=1, predict the reactants needed to synthesize it. The reactants are: [NH:1]([C:3]1[CH:8]=[CH:7][C:6]([C:9]2[CH:14]=[CH:13][C:12]([O:15][CH3:16])=[CH:11][CH:10]=2)=[CH:5][N:4]=1)[NH2:2].[Cl:17][C:18]1[CH:26]=[CH:25][C:21]([C:22](O)=[O:23])=[C:20]([O:27][CH3:28])[CH:19]=1.F[P-](F)(F)(F)(F)F.N1(O[P+](N(C)C)(N(C)C)N(C)C)C2C=CC=CC=2N=N1.CN1CCOCC1.